From a dataset of Forward reaction prediction with 1.9M reactions from USPTO patents (1976-2016). Predict the product of the given reaction. Given the reactants [Cl:1][C:2]1[N:7]=[C:6]2[N:8]([CH:11]3[CH2:16][CH2:15][N:14](C(OC(C)(C)C)=O)[CH2:13][CH2:12]3)[N:9]=[CH:10][C:5]2=[C:4]([C:24]2[CH2:25][CH2:26][O:27][CH2:28][CH:29]=2)[N:3]=1.[F:30][C:31]([F:36])([F:35])[C:32]([OH:34])=[O:33], predict the reaction product. The product is: [F:30][C:31]([F:36])([F:35])[C:32]([OH:34])=[O:33].[Cl:1][C:2]1[N:7]=[C:6]2[N:8]([CH:11]3[CH2:16][CH2:15][NH:14][CH2:13][CH2:12]3)[N:9]=[CH:10][C:5]2=[C:4]([C:24]2[CH2:25][CH2:26][O:27][CH2:28][CH:29]=2)[N:3]=1.